Task: Predict the product of the given reaction.. Dataset: Forward reaction prediction with 1.9M reactions from USPTO patents (1976-2016) (1) Given the reactants [C:1]([O:9][CH:10]1[CH2:13][N:12]([C:14]2[O:15][CH2:16][CH:17]([C:19]([O:21][CH3:22])=[O:20])[N:18]=2)[CH2:11]1)(=[O:8])[C:2]1[CH:7]=[CH:6][CH:5]=[CH:4][CH:3]=1.C(#N)C, predict the reaction product. The product is: [C:1]([O:9][CH:10]1[CH2:13][N:12]([C:14]2[O:15][CH:16]=[C:17]([C:19]([O:21][CH3:22])=[O:20])[N:18]=2)[CH2:11]1)(=[O:8])[C:2]1[CH:7]=[CH:6][CH:5]=[CH:4][CH:3]=1. (2) Given the reactants [NH:1]1[CH2:6][CH2:5][CH:4]([NH:7]C(=O)OC(C)(C)C)[CH2:3][CH2:2]1.[CH3:15][C:16]([CH3:18])=O, predict the reaction product. The product is: [CH3:15][CH:16]([N:1]1[CH2:2][CH2:3][CH:4]([NH2:7])[CH2:5][CH2:6]1)[CH3:18]. (3) Given the reactants C[N:2](C)/[CH:3]=[CH:4]/[C:5]([C:7]1[C:12](=[O:13])[CH:11]=[CH:10][N:9]([C:14]2[CH:19]=[CH:18][CH:17]=[C:16]([S:20]([CH3:23])(=[O:22])=[O:21])[CH:15]=2)[N:8]=1)=O.[C:25]1([CH3:33])[CH:30]=[CH:29][C:28]([NH:31]N)=[CH:27][CH:26]=1, predict the reaction product. The product is: [CH3:23][S:20]([C:16]1[CH:15]=[C:14]([N:9]2[CH:10]=[CH:11][C:12](=[O:13])[C:7]([C:5]3[N:31]([C:28]4[CH:29]=[CH:30][C:25]([CH3:33])=[CH:26][CH:27]=4)[N:2]=[CH:3][CH:4]=3)=[N:8]2)[CH:19]=[CH:18][CH:17]=1)(=[O:22])=[O:21]. (4) Given the reactants [NH2:1][C@@:2]([C:14]1([CH2:17][OH:18])[CH2:16][CH2:15]1)([C:4]1[CH:9]=[C:8]([N+:10]([O-:12])=[O:11])[CH:7]=[CH:6][C:5]=1[F:13])[CH3:3].[C:19](Br)#[N:20].C([O-])(=O)C.[Na+], predict the reaction product. The product is: [F:13][C:5]1[CH:6]=[CH:7][C:8]([N+:10]([O-:12])=[O:11])=[CH:9][C:4]=1[C@:2]1([CH3:3])[C:14]2([CH2:15][CH2:16]2)[CH2:17][O:18][C:19]([NH2:20])=[N:1]1. (5) Given the reactants [C:1]1([NH:7][C:8]2[C:13]([NH2:14])=[CH:12][CH:11]=[CH:10][N:9]=2)[CH:6]=[CH:5][CH:4]=[CH:3][CH:2]=1.[C:15]([O:19][C:20]([NH:22][C@@H:23]([CH2:27][CH3:28])[C:24](O)=[O:25])=[O:21])([CH3:18])([CH3:17])[CH3:16].C1C=NC2N(O)N=NC=2C=1.Cl.CN(C)CCCN=C=NCC, predict the reaction product. The product is: [C:15]([O:19][C:20](=[O:21])[NH:22][C@H:23]([C:24](=[O:25])[NH:14][C:13]1[C:8]([NH:7][C:1]2[CH:6]=[CH:5][CH:4]=[CH:3][CH:2]=2)=[N:9][CH:10]=[CH:11][CH:12]=1)[CH2:27][CH3:28])([CH3:16])([CH3:17])[CH3:18]. (6) The product is: [CH3:1][S:2]([C:5]1[CH:10]=[CH:9][C:8]([C:15]2[N:20]=[CH:19][C:18]([OH:21])=[CH:17][CH:16]=2)=[CH:7][CH:6]=1)(=[O:4])=[O:3]. Given the reactants [CH3:1][S:2]([C:5]1[CH:10]=[CH:9][C:8](B(O)O)=[CH:7][CH:6]=1)(=[O:4])=[O:3].Br[C:15]1[N:20]=[CH:19][C:18]([OH:21])=[CH:17][CH:16]=1.C([O-])([O-])=O.[Na+].[Na+], predict the reaction product.